Dataset: Full USPTO retrosynthesis dataset with 1.9M reactions from patents (1976-2016). Task: Predict the reactants needed to synthesize the given product. Given the product [CH2:28]([C:24]([C:18]1[C:19]([CH3:23])=[CH:20][CH:21]=[CH:22][C:17]=1[C:16]([NH:15][C:6]1([C:4]([OH:5])=[O:3])[CH2:14][C:13]2[C:8](=[CH:9][CH:10]=[CH:11][CH:12]=2)[CH2:7]1)=[O:30])=[CH:25][CH2:26][CH3:27])[CH3:29], predict the reactants needed to synthesize it. The reactants are: C([O:3][C:4]([C:6]1([NH:15][C:16](=[O:30])[C:17]2[CH:22]=[CH:21][CH:20]=[C:19]([CH3:23])[C:18]=2[C:24]([CH2:28][CH3:29])=[CH:25][CH2:26][CH3:27])[CH2:14][C:13]2[C:8](=[CH:9][CH:10]=[CH:11][CH:12]=2)[CH2:7]1)=[O:5])C.[OH-].[K+].O.